Predict the product of the given reaction. From a dataset of Forward reaction prediction with 1.9M reactions from USPTO patents (1976-2016). (1) Given the reactants C([O:8][C:9]1[CH:10]=[C:11]([C:19]2[NH:27][C:22]3=[N:23][CH:24]=[CH:25][CH:26]=[C:21]3[N:20]=2)[CH:12]=[C:13]([O:15][CH:16]([CH3:18])[CH3:17])[CH:14]=1)C1C=CC=CC=1.[H][H].CN(C=O)C, predict the reaction product. The product is: [N:20]1[C:21]2[C:22](=[N:23][CH:24]=[CH:25][CH:26]=2)[NH:27][C:19]=1[C:11]1[CH:10]=[C:9]([OH:8])[CH:14]=[C:13]([O:15][CH:16]([CH3:17])[CH3:18])[CH:12]=1. (2) Given the reactants Br[CH2:2][C:3]1[CH:24]=[CH:23][C:6]([C:7]([NH:9][C:10]2[CH:15]=[CH:14][C:13]([Cl:16])=[C:12]([C:17]3[CH:22]=[CH:21][CH:20]=[CH:19][N:18]=3)[CH:11]=2)=[O:8])=[CH:5][CH:4]=1.[NH:25]1[CH:29]=[CH:28][N:27]=[N:26]1, predict the reaction product. The product is: [N:25]1([CH2:2][C:3]2[CH:24]=[CH:23][C:6]([C:7]([NH:9][C:10]3[CH:15]=[CH:14][C:13]([Cl:16])=[C:12]([C:17]4[CH:22]=[CH:21][CH:20]=[CH:19][N:18]=4)[CH:11]=3)=[O:8])=[CH:5][CH:4]=2)[CH:29]=[CH:28][N:27]=[N:26]1. (3) Given the reactants [O:1]=[S:2]1(=[O:28])[C:7]2[CH:8]=[CH:9][CH:10]=[CH:11][C:6]=2[NH:5][C:4]([C:12]2[C:17](=[O:18])[N:16]([N:19]=[CH:20][CH:21]([CH3:23])[CH3:22])[C:15]3[CH:24]=[CH:25][S:26][C:14]=3[C:13]=2[OH:27])=[N:3]1.CO.[BH4-].[Li+].Cl, predict the reaction product. The product is: [CH:21]1([CH2:20][NH:19][N:16]2[C:17](=[O:18])[C:12]([C:4]3[NH:5][C:6]4[CH:11]=[CH:10][CH:9]=[CH:8][C:7]=4[S:2](=[O:1])(=[O:28])[N:3]=3)=[C:13]([OH:27])[C:14]3[S:26][CH:25]=[CH:24][C:15]2=3)[CH2:22][CH2:23]1.